From a dataset of Full USPTO retrosynthesis dataset with 1.9M reactions from patents (1976-2016). Predict the reactants needed to synthesize the given product. Given the product [CH3:1][O:2][C:3]1[CH:8]=[CH:7][C:6]([O:9][CH3:10])=[CH:5][C:4]=1[CH2:11][C:12]1[O:13][N:22]=[C:16]([C:17]([O:19][CH2:20][CH3:21])=[O:18])[N:15]=1, predict the reactants needed to synthesize it. The reactants are: [CH3:1][O:2][C:3]1[CH:8]=[CH:7][C:6]([O:9][CH3:10])=[CH:5][C:4]=1[CH2:11][C:12](Cl)=[O:13].[NH2:15][C:16](=[N:22]O)[C:17]([O:19][CH2:20][CH3:21])=[O:18].C(N(CC)C(C)C)(C)C.O.